Dataset: Peptide-MHC class I binding affinity with 185,985 pairs from IEDB/IMGT. Task: Regression. Given a peptide amino acid sequence and an MHC pseudo amino acid sequence, predict their binding affinity value. This is MHC class I binding data. (1) The peptide sequence is WCRVGRGTI. The MHC is HLA-B07:02 with pseudo-sequence HLA-B07:02. The binding affinity (normalized) is 0.219. (2) The peptide sequence is YDFVLVGPC. The MHC is HLA-B44:02 with pseudo-sequence HLA-B44:02. The binding affinity (normalized) is 0.361. (3) The binding affinity (normalized) is 0. The MHC is HLA-A11:01 with pseudo-sequence HLA-A11:01. The peptide sequence is RARLPRPDTR. (4) The peptide sequence is DEMVCKWLL. The MHC is HLA-B27:03 with pseudo-sequence HLA-B27:03. The binding affinity (normalized) is 0.0847. (5) The peptide sequence is YYGKTPMQI. The binding affinity (normalized) is 0.0847. The MHC is HLA-C04:01 with pseudo-sequence HLA-C04:01. (6) The peptide sequence is GMKRSFYVY. The MHC is HLA-A02:01 with pseudo-sequence HLA-A02:01. The binding affinity (normalized) is 0.0847. (7) The peptide sequence is DLSNSMRDF. The MHC is HLA-B35:01 with pseudo-sequence HLA-B35:01. The binding affinity (normalized) is 0.0847.